The task is: Predict the reactants needed to synthesize the given product.. This data is from Full USPTO retrosynthesis dataset with 1.9M reactions from patents (1976-2016). (1) The reactants are: [Cl:1][C:2]1[CH:3]=[N:4][N:5]([C:7]2[CH:12]=[CH:11][N:10]=[CH:9][C:8]=2[N:13]2[CH2:18][CH2:17][CH:16]([C:19]([NH:21][C@@H:22]3[CH2:26][CH2:25][O:24][CH2:23]3)=[O:20])[CH2:15][CH2:14]2)[CH:6]=1.[H-].[Na+].[CH3:29]I.[Cl-].[NH4+]. Given the product [Cl:1][C:2]1[CH:3]=[N:4][N:5]([C:7]2[CH:12]=[CH:11][N:10]=[CH:9][C:8]=2[N:13]2[CH2:18][CH2:17][CH:16]([C:19]([N:21]([CH3:29])[C@@H:22]3[CH2:26][CH2:25][O:24][CH2:23]3)=[O:20])[CH2:15][CH2:14]2)[CH:6]=1, predict the reactants needed to synthesize it. (2) Given the product [CH:2]([NH:7][C:6]1[CH:5]=[CH:4][CH:15]=[CH:14][C:13]=1[CH2:17][OH:16])([CH3:12])[CH3:1], predict the reactants needed to synthesize it. The reactants are: [CH3:1][C:2]1([CH3:12])[NH:7][CH2:6][C:5]2C=CC=C[C:4]=2O1.[CH2:13]1[CH2:17][O:16][CH2:15][CH2:14]1. (3) The reactants are: C[O:2][C:3](=[O:27])[C:4]1[CH:9]=[CH:8][C:7]([C:10]#[C:11][C:12]#[C:13][C:14]2[S:18][C:17]([NH:19][C:20]([O:22][C:23]([CH3:26])([CH3:25])[CH3:24])=[O:21])=[N:16][CH:15]=2)=[CH:6][CH:5]=1.Cl. Given the product [C:23]([O:22][C:20]([NH:19][C:17]1[S:18][C:14]([C:13]#[C:12][C:11]#[C:10][C:7]2[CH:6]=[CH:5][C:4]([C:3]([OH:27])=[O:2])=[CH:9][CH:8]=2)=[CH:15][N:16]=1)=[O:21])([CH3:26])([CH3:24])[CH3:25], predict the reactants needed to synthesize it. (4) Given the product [NH2:1][C:2]1[CH:7]=[C:6]([C:8]([F:11])([F:10])[F:9])[CH:5]=[CH:4][C:3]=1[NH:12][C:13](=[O:21])[C:14]1[CH:19]=[CH:18][C:17]([NH:24][CH2:23][CH2:22][NH2:25])=[N:16][CH:15]=1, predict the reactants needed to synthesize it. The reactants are: [NH2:1][C:2]1[CH:7]=[C:6]([C:8]([F:11])([F:10])[F:9])[CH:5]=[CH:4][C:3]=1[NH:12][C:13](=[O:21])[C:14]1[CH:19]=[CH:18][C:17](Cl)=[N:16][CH:15]=1.[CH2:22]([NH2:25])[CH2:23][NH2:24]. (5) Given the product [Cl:1][C:2]1[CH:10]=[C:9]2[C:5](/[C:6](=[CH:15]/[CH2:14][C:13]([CH3:18])([CH3:17])[CH3:12])/[C:7](=[O:11])[NH:8]2)=[CH:4][CH:3]=1, predict the reactants needed to synthesize it. The reactants are: [Cl:1][C:2]1[CH:10]=[C:9]2[C:5]([CH2:6][C:7](=[O:11])[NH:8]2)=[CH:4][CH:3]=1.[CH3:12][C:13]([CH3:18])([CH3:17])[CH2:14][CH:15]=O.N1CCCC1. (6) Given the product [CH:22]1([S:28]([N:12]2[C:13]3[C:18](=[CH:17][C:16]([N+:19]([O-:21])=[O:20])=[CH:15][CH:14]=3)[C:10]([C:7]3[CH2:6][CH2:5][N:4]([CH3:3])[CH2:9][CH:8]=3)=[CH:11]2)(=[O:30])=[O:29])[CH2:27][CH2:26][CH2:25][CH2:24][CH2:23]1, predict the reactants needed to synthesize it. The reactants are: [H-].[Na+].[CH3:3][N:4]1[CH2:9][CH:8]=[C:7]([C:10]2[C:18]3[C:13](=[CH:14][CH:15]=[C:16]([N+:19]([O-:21])=[O:20])[CH:17]=3)[NH:12][CH:11]=2)[CH2:6][CH2:5]1.[CH:22]1([S:28](Cl)(=[O:30])=[O:29])[CH2:27][CH2:26][CH2:25][CH2:24][CH2:23]1.O. (7) The reactants are: [CH3:1][O:2][C:3](=[O:17])[CH:4]([C:9]1[CH:14]=[CH:13][C:12]([Cl:15])=[C:11]([Cl:16])[CH:10]=1)[CH2:5]C(O)=O.C1(P(N=[N+]=[N-])(C2C=CC=CC=2)=[O:25])C=CC=CC=1.C([N:37]([CH2:40]C)CC)C.N#N.C(O)(=O)[CH2:45][C:46]([CH2:51]C(O)=O)([C:48](O)=O)[OH:47]. Given the product [CH3:1][O:2][C:3](=[O:17])[CH:4]([C:9]1[CH:14]=[CH:13][C:12]([Cl:15])=[C:11]([Cl:16])[CH:10]=1)[CH2:5][NH:37][C:40]([O:47][C:46]([CH3:45])([CH3:48])[CH3:51])=[O:25], predict the reactants needed to synthesize it. (8) Given the product [C:10]1([S:16]([C:2]2[CH:9]=[CH:8][CH:7]=[CH:6][C:3]=2[CH:4]=[O:5])(=[O:18])=[O:17])[CH:15]=[CH:14][CH:13]=[CH:12][CH:11]=1, predict the reactants needed to synthesize it. The reactants are: F[C:2]1[CH:9]=[CH:8][CH:7]=[CH:6][C:3]=1[CH:4]=[O:5].[C:10]1([S:16]([O-:18])=[O:17])[CH:15]=[CH:14][CH:13]=[CH:12][CH:11]=1.[Na+]. (9) Given the product [CH3:1][N:2]1[CH2:3][CH2:4][N:5]([C:8]2[C:13]3[CH2:14][CH:15]([NH:18][C:19](=[O:39])[C:20]4[CH:21]=[CH:22][C:23]([N:26]5[CH2:27][CH2:28][NH:29][CH2:30][CH2:31]5)=[CH:24][CH:25]=4)[CH2:16][O:17][C:12]=3[CH:11]=[CH:10][CH:9]=2)[CH2:6][CH2:7]1, predict the reactants needed to synthesize it. The reactants are: [CH3:1][N:2]1[CH2:7][CH2:6][N:5]([C:8]2[C:13]3[CH2:14][C@H:15]([NH:18][C:19](=[O:39])[C:20]4[CH:25]=[CH:24][C:23]([N:26]5[CH2:31][CH2:30][N:29](CC6C=CC=CC=6)[CH2:28][CH2:27]5)=[CH:22][CH:21]=4)[CH2:16][O:17][C:12]=3[CH:11]=[CH:10][CH:9]=2)[CH2:4][CH2:3]1.C([O-])=O.[NH4+]. (10) Given the product [C:27]([C:24]1[CH:25]=[CH:26][C:21]([C:13]2[CH:14]=[C:15](/[CH:17]=[CH:18]/[CH2:19][O:20][C:44]3[CH:43]=[CH:42][C:41]([CH2:40][C@H:34]([O:33][CH2:31][CH3:32])[C:35]([O:37][CH2:38][CH3:39])=[O:36])=[CH:46][CH:45]=3)[CH:16]=[C:11]([C:8]3[CH:7]=[CH:6][C:5]([C:1]([CH3:3])([CH3:4])[CH3:2])=[CH:10][CH:9]=3)[CH:12]=2)=[CH:22][CH:23]=1)([CH3:30])([CH3:29])[CH3:28], predict the reactants needed to synthesize it. The reactants are: [C:1]([C:5]1[CH:10]=[CH:9][C:8]([C:11]2[CH:16]=[C:15](/[CH:17]=[CH:18]/[CH2:19][OH:20])[CH:14]=[C:13]([C:21]3[CH:26]=[CH:25][C:24]([C:27]([CH3:30])([CH3:29])[CH3:28])=[CH:23][CH:22]=3)[CH:12]=2)=[CH:7][CH:6]=1)([CH3:4])([CH3:3])[CH3:2].[CH2:31]([O:33][C@@H:34]([CH2:40][C:41]1[CH:46]=[CH:45][C:44](O)=[CH:43][CH:42]=1)[C:35]([O:37][CH2:38][CH3:39])=[O:36])[CH3:32].